From a dataset of Forward reaction prediction with 1.9M reactions from USPTO patents (1976-2016). Predict the product of the given reaction. (1) Given the reactants [CH2:1]([O:3][C:4]1[CH:12]=[CH:11][C:7]([C:8]([OH:10])=O)=[CH:6][CH:5]=1)[CH3:2].[Cl-].[CH3:14][O:15][C:16]1[CH:31]=[CH:30][C:19]([C:20]([NH:22][C:23]2[C:24]([NH2:29])=[CH:25][CH:26]=[CH:27][CH:28]=2)=[O:21])=[CH:18][CH:17]=1.C(N(CC)CC)C, predict the reaction product. The product is: [CH3:14][O:15][C:16]1[CH:17]=[CH:18][C:19]([C:20]([NH:22][C:23]2[C:24]([NH:29][C:8](=[O:10])[C:7]3[CH:6]=[CH:5][C:4]([O:3][CH2:1][CH3:2])=[CH:12][CH:11]=3)=[CH:25][CH:26]=[CH:27][CH:28]=2)=[O:21])=[CH:30][CH:31]=1. (2) Given the reactants [Si:1]([O:8][C@@H:9]1[C@@:26]2([CH3:27])[C:13](=[CH:14][CH:15]=[C:16]3[C@@H:25]2[CH2:24][CH2:23][C@@:21]2([CH3:22])[C@H:17]3[CH2:18][CH:19]=[C:20]2[CH2:28]O)[CH2:12][C@@H:11]([O:30][Si:31]([C:34]([CH3:37])([CH3:36])[CH3:35])([CH3:33])[CH3:32])[CH2:10]1)([C:4]([CH3:7])([CH3:6])[CH3:5])([CH3:3])[CH3:2].C(N(CC)CC)C.CS(Cl)(=O)=O.[C:50]([O-:53])(=[S:52])[CH3:51].[K+], predict the reaction product. The product is: [C:50]([S:52][CH2:28][C:20]1[C@:21]2([CH2:23][CH2:24][C@H:25]3[C:16](=[CH:15][CH:14]=[C:13]4[C@:26]3([CH3:27])[C@@H:9]([O:8][Si:1]([C:4]([CH3:5])([CH3:6])[CH3:7])([CH3:2])[CH3:3])[CH2:10][C@H:11]([O:30][Si:31]([C:34]([CH3:37])([CH3:36])[CH3:35])([CH3:32])[CH3:33])[CH2:12]4)[C@@H:17]2[CH2:18][CH:19]=1)[CH3:22])(=[O:53])[CH3:51].